Dataset: Full USPTO retrosynthesis dataset with 1.9M reactions from patents (1976-2016). Task: Predict the reactants needed to synthesize the given product. (1) Given the product [F:1][C:2]([F:15])([F:14])[C:3]1[CH:4]=[C:5]([CH:6]=[C:7]([C:9]([F:12])([F:11])[F:10])[CH:8]=1)[CH:30]=[O:31], predict the reactants needed to synthesize it. The reactants are: [F:1][C:2]([F:15])([F:14])[C:3]1[CH:4]=[C:5](I)[CH:6]=[C:7]([C:9]([F:12])([F:11])[F:10])[CH:8]=1.C(N(CC)CC)C.[C]=O.[H][H].CN([CH:30]=[O:31])C. (2) The reactants are: [OH-].[Na+].CO.[NH2:5][C:6]1[CH:7]=[C:8]([C:12]2[CH:17]=[CH:16][C:15]([C:18]3[S:22][C:21]([C:23]([O:25]C)=[O:24])=[CH:20][CH:19]=3)=[CH:14][C:13]=2[C:27]#[N:28])[CH:9]=[CH:10][CH:11]=1.Cl. Given the product [NH2:5][C:6]1[CH:7]=[C:8]([C:12]2[CH:17]=[CH:16][C:15]([C:18]3[S:22][C:21]([C:23]([OH:25])=[O:24])=[CH:20][CH:19]=3)=[CH:14][C:13]=2[C:27]#[N:28])[CH:9]=[CH:10][CH:11]=1, predict the reactants needed to synthesize it. (3) Given the product [CH3:8][C:9]1[CH:10]=[C:11]([NH2:18])[C:12]2[CH:13]=[CH:14][N:15]([CH:4]3[CH2:5][CH2:6][O:1][CH2:2][CH2:3]3)[C:16]=2[CH:17]=1, predict the reactants needed to synthesize it. The reactants are: [O:1]1[CH2:6][CH2:5][CH:4](O)[CH2:3][CH2:2]1.[CH3:8][C:9]1[CH:17]=[C:16]2[C:12]([CH:13]=[CH:14][NH:15]2)=[C:11]([N+:18]([O-])=O)[CH:10]=1. (4) Given the product [F:1][C:2]1[CH:3]=[C:4]([C:19]2[CH:20]=[CH:21][CH:22]=[CH:23][C:18]=2[N+:15]([O-:17])=[O:16])[CH:5]=[C:6]([F:9])[C:7]=1[F:8], predict the reactants needed to synthesize it. The reactants are: [F:1][C:2]1[CH:3]=[C:4](B(O)O)[CH:5]=[C:6]([F:9])[C:7]=1[F:8].[OH-].[Na+].[N+:15]([C:18]1[CH:23]=[CH:22][CH:21]=[CH:20][C:19]=1Cl)([O-:17])=[O:16]. (5) Given the product [Br:12][C:13]1[CH:14]=[CH:15][C:16]([C:19]2[CH:23]=[C:22]([CH2:24][NH:11][C:8]34[CH2:10][CH:4]5[CH2:5][CH:6]([CH2:1][CH:2]([CH2:3]5)[CH2:9]3)[CH2:7]4)[O:21][N:20]=2)=[CH:17][CH:18]=1, predict the reactants needed to synthesize it. The reactants are: [CH2:1]1[CH:6]2[CH2:7][C:8]3([NH2:11])[CH2:10][CH:4]([CH2:5]2)[CH2:3][CH:2]1[CH2:9]3.[Br:12][C:13]1[CH:18]=[CH:17][C:16]([C:19]2[CH:23]=[C:22]([CH:24]=O)[O:21][N:20]=2)=[CH:15][CH:14]=1.